Predict which catalyst facilitates the given reaction. From a dataset of Catalyst prediction with 721,799 reactions and 888 catalyst types from USPTO. (1) Reactant: [CH2:1]([O:8][C:9]([C:11]1[O:12][C:13]([CH:16]=[O:17])=[CH:14][CH:15]=1)=[O:10])[C:2]1[CH:7]=[CH:6][CH:5]=[CH:4][CH:3]=1.S(=O)(=O)([OH:20])N.Cl([O-])=O.[Na+].P([O-])(O)(O)=O.[K+].S([O-])([O-])(=O)=S.[Na+].[Na+]. Product: [CH2:1]([O:8][C:9]([C:11]1[O:12][C:13]([C:16]([OH:20])=[O:17])=[CH:14][CH:15]=1)=[O:10])[C:2]1[CH:7]=[CH:6][CH:5]=[CH:4][CH:3]=1. The catalyst class is: 47. (2) Reactant: [CH:1]1([S:4]([C:7]2[CH:12]=[CH:11][C:10]([CH:13]([CH2:26][CH:27]3[CH2:32][CH2:31][O:30][CH2:29][CH2:28]3)[C:14](=O)[CH2:15][CH2:16][C:17]([C:19]3[CH:24]=[CH:23][CH:22]=[CH:21][N:20]=3)=O)=[CH:9][CH:8]=2)(=[O:6])=[O:5])[CH2:3][CH2:2]1.C([O-])(=O)C.[NH4+:37]. Product: [CH:1]1([S:4]([C:7]2[CH:12]=[CH:11][C:10]([CH:13]([C:14]3[NH:37][C:17]([C:19]4[CH:24]=[CH:23][CH:22]=[CH:21][N:20]=4)=[CH:16][CH:15]=3)[CH2:26][CH:27]3[CH2:28][CH2:29][O:30][CH2:31][CH2:32]3)=[CH:9][CH:8]=2)(=[O:6])=[O:5])[CH2:3][CH2:2]1. The catalyst class is: 42. (3) Reactant: [F:1][C:2]1[CH:14]=[N:13][CH:12]=[CH:11][C:3]=1[C:4]([NH:6][CH2:7][CH:8]([OH:10])[CH3:9])=[O:5].C(N(CC)CC)C. Product: [F:1][C:2]1[CH:14]=[N:13][CH:12]=[CH:11][C:3]=1[C:4]([NH:6][CH2:7][C:8](=[O:10])[CH3:9])=[O:5]. The catalyst class is: 16. (4) Reactant: O=S(Cl)[Cl:3].[Cl:5][C:6]1[N:14]=[C:13]2[C:9]([N:10]([CH2:24][C@H:25]3[CH2:30][CH2:29][C@H:28]([CH3:31])[CH2:27][CH2:26]3)[C:11]([CH:15]([C:17]3[CH:22]=[CH:21][CH:20]=[CH:19][C:18]=3[F:23])O)=[N:12]2)=[C:8]([C:32]2[CH:33]=[N:34][CH:35]=[C:36]([Cl:38])[CH:37]=2)[N:7]=1. Product: [Cl:5][C:6]1[N:14]=[C:13]2[C:9]([N:10]([CH2:24][C@H:25]3[CH2:30][CH2:29][C@H:28]([CH3:31])[CH2:27][CH2:26]3)[C:11]([CH:15]([Cl:3])[C:17]3[CH:22]=[CH:21][CH:20]=[CH:19][C:18]=3[F:23])=[N:12]2)=[C:8]([C:32]2[CH:33]=[N:34][CH:35]=[C:36]([Cl:38])[CH:37]=2)[N:7]=1. The catalyst class is: 2. (5) Reactant: [Br:1][C:2]1[CH:8]=[CH:7][C:5]([NH2:6])=[C:4]([F:9])[CH:3]=1.ClS([N:14]=[C:15]=[O:16])(=O)=O. Product: [Br:1][C:2]1[CH:8]=[CH:7][C:5]([NH:6][C:15]([NH2:14])=[O:16])=[C:4]([F:9])[CH:3]=1. The catalyst class is: 4. (6) Reactant: [OH:1][C:2]1[CH:3]=[CH:4][C:5](/[CH:14]=[CH:15]/[C:16]([O:18][CH2:19][CH3:20])=[O:17])=[C:6]([C:8]2[CH:13]=[CH:12][CH:11]=[CH:10][CH:9]=2)[CH:7]=1.[H][H]. Product: [OH:1][C:2]1[CH:3]=[CH:4][C:5]([CH2:14][CH2:15][C:16]([O:18][CH2:19][CH3:20])=[O:17])=[C:6]([C:8]2[CH:13]=[CH:12][CH:11]=[CH:10][CH:9]=2)[CH:7]=1. The catalyst class is: 29. (7) Reactant: [NH:1]1[CH2:6][CH2:5][CH:4]([CH2:7][NH:8][C:9](=[O:24])[C:10]2[CH:15]=[C:14]([C:16]([F:19])([F:18])[F:17])[CH:13]=[C:12]([C:20]([F:23])([F:22])[F:21])[CH:11]=2)[CH2:3][CH2:2]1.CCN(C(C)C)C(C)C.[Cl:34][CH2:35][C:36](Cl)=[O:37]. Product: [Cl:34][CH2:35][C:36]([N:1]1[CH2:6][CH2:5][CH:4]([CH2:7][NH:8][C:9](=[O:24])[C:10]2[CH:11]=[C:12]([C:20]([F:21])([F:22])[F:23])[CH:13]=[C:14]([C:16]([F:18])([F:19])[F:17])[CH:15]=2)[CH2:3][CH2:2]1)=[O:37]. The catalyst class is: 2. (8) Reactant: [C:1]([C:4]1[CH:5]=[C:6]([NH:11][C:12](=[O:16])[CH2:13][CH2:14][CH3:15])[CH:7]=[CH:8][C:9]=1[OH:10])(=[O:3])[CH3:2].[C:17](=O)([O-])[O-].[K+].[K+].IC. Product: [C:1]([C:4]1[CH:5]=[C:6]([NH:11][C:12](=[O:16])[CH2:13][CH2:14][CH3:15])[CH:7]=[CH:8][C:9]=1[O:10][CH3:17])(=[O:3])[CH3:2]. The catalyst class is: 3.